The task is: Predict the reactants needed to synthesize the given product.. This data is from Full USPTO retrosynthesis dataset with 1.9M reactions from patents (1976-2016). (1) Given the product [NH2:17][C:16]1[C:3]2[C:4](=[O:18])[N:5]([C:8]3[CH:13]=[CH:12][CH:11]=[CH:10][C:9]=3[Cl:14])[CH:6]=[CH:7][C:2]=2[NH:20][N:19]=1, predict the reactants needed to synthesize it. The reactants are: Cl[C:2]1[CH:7]=[CH:6][N:5]([C:8]2[CH:13]=[CH:12][CH:11]=[CH:10][C:9]=2[Cl:14])[C:4](=O)[C:3]=1[C:16]#[N:17].[OH2:18].[NH2:19][NH2:20]. (2) Given the product [NH2:15][CH2:14][CH2:13][CH2:12][CH2:11][N:10]([CH2:34][C:33]1[N:32]=[CH:31][CH:30]=[CH:27][C:50]=1[C:48]([OH:47])=[O:49])[CH2:9][C:3]1[C:2]([CH3:1])=[CH:7][C:6]([CH3:8])=[CH:5][N:4]=1, predict the reactants needed to synthesize it. The reactants are: [CH3:1][C:2]1[C:3]([CH2:9][NH:10][CH2:11][CH2:12][CH2:13][CH2:14][N:15]2CCCC2)=[N:4][CH:5]=[C:6]([CH3:8])[CH:7]=1.ClC1C=CC([C:27]([C:30]2[C:31](C=O)=[N:32][CH:33]=[CH:34]C=2)(C)C)=CC=1.[BH-]([O:47][C:48]([CH3:50])=[O:49])([O:47][C:48]([CH3:50])=[O:49])[O:47][C:48]([CH3:50])=[O:49].[Na+]. (3) Given the product [O:1]=[C:2]1[NH:6][CH:5]([CH2:7][CH2:8][C:9]2[CH:14]=[CH:13][CH:12]=[CH:11][CH:10]=2)[C:4](=[O:15])[N:3]1[CH:16]([CH:20]([CH3:22])[CH3:21])[C:17]([NH:30][OH:39])=[O:18], predict the reactants needed to synthesize it. The reactants are: [O:1]=[C:2]1[NH:6][CH:5]([CH2:7][CH2:8][C:9]2[CH:14]=[CH:13][CH:12]=[CH:11][CH:10]=2)[C:4](=[O:15])[N:3]1[CH:16]([CH:20]([CH3:22])[CH3:21])[C:17](O)=[O:18].F[P-](F)(F)(F)(F)F.[N:30]1([O:39][P+](N(C)C)(N(C)C)N(C)C)C2C=CC=CC=2N=N1.CN1CCOCC1. (4) Given the product [Cl:1][C:2]1[CH:7]=[CH:6][CH:5]=[CH:4][C:3]=1[CH2:8][CH2:9][NH:10][C:18](=[O:19])[O:20][C:21]([CH3:24])([CH3:23])[CH3:22], predict the reactants needed to synthesize it. The reactants are: [Cl:1][C:2]1[CH:7]=[CH:6][CH:5]=[CH:4][C:3]=1[CH2:8][CH2:9][NH2:10].C(N(CC)CC)C.[C:18](O[C:18]([O:20][C:21]([CH3:24])([CH3:23])[CH3:22])=[O:19])([O:20][C:21]([CH3:24])([CH3:23])[CH3:22])=[O:19]. (5) Given the product [ClH:22].[NH2:12][CH:9]1[CH2:8][CH2:7][N:6]([C:4](=[O:5])[CH2:3][C:2]([F:1])([F:20])[F:21])[CH2:11][CH2:10]1, predict the reactants needed to synthesize it. The reactants are: [F:1][C:2]([F:21])([F:20])[CH2:3][C:4]([N:6]1[CH2:11][CH2:10][CH:9]([NH:12]C(=O)OC(C)(C)C)[CH2:8][CH2:7]1)=[O:5].[ClH:22]. (6) Given the product [CH:17]1([O:16][C:10]2[CH:15]=[CH:14][C:13]([C:2]3[C:3]([NH2:9])=[N:4][CH:5]=[C:6]([CH3:8])[N:7]=3)=[CH:12][CH:11]=2)[CH2:22][CH2:21][CH2:20][CH2:19][CH2:18]1, predict the reactants needed to synthesize it. The reactants are: Br[C:2]1[C:3]([NH2:9])=[N:4][CH:5]=[C:6]([CH3:8])[N:7]=1.[CH:10]1([O:16][C:17]2[CH:22]=[CH:21][C:20](B(O)O)=[CH:19][CH:18]=2)[CH2:15][CH2:14][CH2:13][CH2:12][CH2:11]1.C(=O)([O-])[O-].[Na+].[Na+].CCOC(C)=O. (7) Given the product [O:1]1[C:10]2[C:5](=[CH:6][CH:7]=[CH:8][CH:9]=2)[CH:4]([CH2:11][CH2:12][NH:13][C:14](=[O:16])[CH3:15])[CH2:3][CH2:2]1, predict the reactants needed to synthesize it. The reactants are: [O:1]1[C:10]2[C:5](=[CH:6][CH:7]=[CH:8][CH:9]=2)[CH:4]([CH2:11][C:12]#[N:13])[CH2:3][CH2:2]1.[C:14](OC(=O)C)(=[O:16])[CH3:15].C([O-])(=O)C.[Na+].